From a dataset of Full USPTO retrosynthesis dataset with 1.9M reactions from patents (1976-2016). Predict the reactants needed to synthesize the given product. (1) Given the product [CH3:1][O:2][C:3]1[CH:11]=[C:10]2[C:6]([C:7]([CH2:17][C:18]3[N:23]=[C:22]([C:24]([OH:26])=[O:25])[CH:21]=[CH:20][CH:19]=3)=[C:8]([C:12]3[CH:16]=[CH:15][S:14][CH:13]=3)[NH:9]2)=[CH:5][CH:4]=1, predict the reactants needed to synthesize it. The reactants are: [CH3:1][O:2][C:3]1[CH:11]=[C:10]2[C:6]([C:7]([CH2:17][C:18]3[N:23]=[C:22]([C:24]([O:26]CC)=[O:25])[CH:21]=[CH:20][CH:19]=3)=[C:8]([C:12]3[CH:16]=[CH:15][S:14][CH:13]=3)[NH:9]2)=[CH:5][CH:4]=1.C(O)C.[OH-].[Na+]. (2) Given the product [Cl:1][C:2]1[N:10]=[C:9]2[C:5]([N:6]=[CH:7][N:8]2[C@@H:11]2[CH2:15][C@H:14]([NH:16][C:17](=[O:20])[CH2:18][CH3:19])[C@@H:13]([OH:21])[C@H:12]2[OH:22])=[C:4]([NH:41][CH2:40][CH:39]([C:33]2[CH:38]=[CH:37][CH:36]=[CH:35][CH:34]=2)[C:42]2[CH:47]=[CH:46][CH:45]=[CH:44][CH:43]=2)[N:3]=1, predict the reactants needed to synthesize it. The reactants are: [Cl:1][C:2]1[N:10]=[C:9]2[C:5]([N:6]=[CH:7][N:8]2[C@@H:11]2[CH2:15][C@H:14]([NH:16][C:17](=[O:20])[CH2:18][CH3:19])[C@@H:13]([OH:21])[C@H:12]2[OH:22])=[C:4](Cl)[N:3]=1.CCN(C(C)C)C(C)C.[C:33]1([CH:39]([C:42]2[CH:47]=[CH:46][CH:45]=[CH:44][CH:43]=2)[CH2:40][NH2:41])[CH:38]=[CH:37][CH:36]=[CH:35][CH:34]=1. (3) Given the product [CH2:12]([C:11]1[C:3]2[C:2](=[CH:10][CH:9]=[C:5]([C:6]3[S:25][C:24]([NH2:26])=[N:23][N:22]=3)[CH:4]=2)[NH:16][N:15]=1)[CH3:13], predict the reactants needed to synthesize it. The reactants are: F[C:2]1[CH:10]=[CH:9][C:5]([C:6](O)=O)=[CH:4][C:3]=1[C:11](=O)[CH2:12][CH3:13].[NH2:15][NH2:16].O=P(Cl)(Cl)Cl.[NH2:22][NH:23][C:24]([NH2:26])=[S:25]. (4) Given the product [C:12]([C:2]1[CH:10]=[C:9]2[C:5]([CH:6]=[CH:7][N:8]2[CH3:11])=[CH:4][CH:3]=1)#[N:13], predict the reactants needed to synthesize it. The reactants are: Br[C:2]1[CH:10]=[C:9]2[C:5]([CH:6]=[CH:7][N:8]2[CH3:11])=[CH:4][CH:3]=1.[CH3:12][N:13]1CCCC1=O. (5) Given the product [F:1][C:2]([F:24])([F:23])[C:3]1[N:4]=[C:5]([NH:8][C:9]2[CH:14]=[CH:13][C:12]([C@H:15]([C:17]3[C:18]([OH:26])=[N:19][O:20][N:21]=3)[CH3:16])=[CH:11][CH:10]=2)[S:6][CH:7]=1, predict the reactants needed to synthesize it. The reactants are: [F:1][C:2]([F:24])([F:23])[C:3]1[N:4]=[C:5]([NH:8][C:9]2[CH:14]=[CH:13][C:12]([C@H:15]([C:17]3[C:18](N)=[N:19][O:20][N:21]=3)[CH3:16])=[CH:11][CH:10]=2)[S:6][CH:7]=1.N([O-])=[O:26].[Na+].OS(O)(=O)=O. (6) Given the product [N:1]1[CH:6]=[CH:5][CH:4]=[CH:3][C:2]=1[O:7][CH:8]1[CH2:13][CH2:12][CH:11]([N:15]2[CH2:18][CH:17]([NH:19][C:20]([CH2:22][NH:23][C:24](=[O:35])[C:25]3[CH:30]=[CH:29][CH:28]=[C:27]([C:31]([F:34])([F:32])[F:33])[CH:26]=3)=[O:21])[CH2:16]2)[CH2:10][CH2:9]1, predict the reactants needed to synthesize it. The reactants are: [N:1]1[CH:6]=[CH:5][CH:4]=[CH:3][C:2]=1[O:7][CH:8]1[CH2:13][CH2:12][C:11](=O)[CH2:10][CH2:9]1.[NH:15]1[CH2:18][CH:17]([NH:19][C:20]([CH2:22][NH:23][C:24](=[O:35])[C:25]2[CH:30]=[CH:29][CH:28]=[C:27]([C:31]([F:34])([F:33])[F:32])[CH:26]=2)=[O:21])[CH2:16]1. (7) Given the product [OH:2][CH2:1][C@@H:3]1[CH2:8][CH2:7][C@H:6]([CH3:9])[CH2:5][N:4]1[C:10]([O:12][C:13]([CH3:14])([CH3:16])[CH3:15])=[O:11], predict the reactants needed to synthesize it. The reactants are: [CH:1]([C@@H:3]1[CH2:8][CH2:7][C@H:6]([CH3:9])[CH2:5][N:4]1[C:10]([O:12][C:13]([CH3:16])([CH3:15])[CH3:14])=[O:11])=[O:2].[BH4-].[Na+].